Dataset: Catalyst prediction with 721,799 reactions and 888 catalyst types from USPTO. Task: Predict which catalyst facilitates the given reaction. Reactant: [O:1]=[C:2]([N:9]1[CH2:15][CH2:14][CH2:13][N:12]([C:16]([N:18]2[CH2:33][CH2:32][C:21]3([CH2:25][N:24]([C:26]4[CH:31]=[CH:30][N:29]=[CH:28][CH:27]=4)[CH2:23][CH2:22]3)[CH2:20][CH2:19]2)=[O:17])[CH2:11][CH2:10]1)[CH2:3][C:4]([O:6]CC)=[O:5].[Li+].[OH-].Cl. Product: [O:1]=[C:2]([N:9]1[CH2:15][CH2:14][CH2:13][N:12]([C:16]([N:18]2[CH2:19][CH2:20][C:21]3([CH2:25][N:24]([C:26]4[CH:31]=[CH:30][N:29]=[CH:28][CH:27]=4)[CH2:23][CH2:22]3)[CH2:32][CH2:33]2)=[O:17])[CH2:11][CH2:10]1)[CH2:3][C:4]([OH:6])=[O:5]. The catalyst class is: 1.